From a dataset of Experimentally validated miRNA-target interactions with 360,000+ pairs, plus equal number of negative samples. Binary Classification. Given a miRNA mature sequence and a target amino acid sequence, predict their likelihood of interaction. (1) The miRNA is hsa-miR-95-3p with sequence UUCAACGGGUAUUUAUUGAGCA. The protein sequence of the target gene is MRFSCLALLPGVALLLASARLAAASDVLELTDENFESRVSDTGSAGLMLVEFFAPWCGHCKRLAPEYEAAATRLKGIVPLAKVDCTANTNTCNKYGVSGYPTLKIFRDGEEAGAYDGPRTADGIVSHLKKQAGPASVPLRTEEEFKKFISDKDASVVGFFRDLFSDGHSEFLKAASNLRDNYRFAHTNIESLVKEYDDNGEGITIFRPLHLANKFEDKTVAYTEKKMTSGKIKKFIQDSIFGLCPHMTEDNKDLIQGKDLLTAYYDVDYEKNAKGSNYWRNRVMMVAKKFLDAGHKLNFA.... Result: 0 (no interaction). (2) The miRNA is hsa-miR-6515-3p with sequence UCUCUUCAUCUACCCCCCAG. The protein sequence of the target gene is MMGHRPVLVLSQNTKRESGRKVQSGNINAAKTIADIIRTCLGPKSMMKMLLDPMGGIVMTNDGNAILREIQVQHPAAKSMIEISRTQDEEVGDGTTSVIILAGEMLSVAEHFLEQQMHPTVVISAYRKALDDMISTLKKISIPVDISDSDMMLNIINSSITTKAISRWSSLACNIALDAVKMVQFEENGRKEIDIKKYARVEKIPGGIIEDSCVLRGVMINKDVTHPRMRRYIKNPRIVLLDSSLEYKKGESQTDIEITREEDFTRILQMEEEYIQQLCEDIIQLKPDVVITEKGISDLA.... Result: 0 (no interaction). (3) The miRNA is hsa-miR-624-5p with sequence UAGUACCAGUACCUUGUGUUCA. The protein sequence of the target gene is MATSKLPVVPGEEENTILMAKERLEALRTAFESGDLPQAASHLQELLASTESIRLEVGVTGESGAGKSSLINALRGLEAEDPGAALTGVMETTMQPSPYPHPQFPDVTLWDLPGAGSPGCPADKYLKQVDFSRYDFFLLVSPRRCGAVETRLAAEILCQGKKFYFVRTKVDEDLAATRTQRPSGFREAAVLQEIRDHCAERLREAGVADPRIFLVSNLSPARYDFPTLVSTWEHDLPSHRRHAGLLSLPDISLEALQKKKAMLQEQVLKTALVLGVIQALPVPGLAAAYDDALLIHSLRG.... Result: 0 (no interaction).